This data is from Reaction yield outcomes from USPTO patents with 853,638 reactions. The task is: Predict the reaction yield, written as a fraction of the theoretical maximum amount of product (1.0 means a 100% yield; for example, 0.34 means a 34% yield). (1) The reactants are [NH2:1][C:2]1[S:3][C:4]([CH3:11])=[C:5]([C:7]([O:9][CH3:10])=[O:8])[N:6]=1.[C:12](O[C:12]([O:14][C:15]([CH3:18])([CH3:17])[CH3:16])=[O:13])([O:14][C:15]([CH3:18])([CH3:17])[CH3:16])=[O:13].C(N(CC)CC)C. The catalyst is O1CCCC1.CN(C1C=CN=CC=1)C.C(OCC)(=O)C.O. The product is [C:15]([O:14][C:12]([NH:1][C:2]1[S:3][C:4]([CH3:11])=[C:5]([C:7]([O:9][CH3:10])=[O:8])[N:6]=1)=[O:13])([CH3:18])([CH3:17])[CH3:16]. The yield is 0.830. (2) The reactants are [OH:1][CH2:2][C:3]1[O:7][N:6]=[C:5]([C:8]2[CH:13]=[CH:12][CH:11]=[CH:10][N:9]=2)[C:4]=1[CH2:14][O:15][C:16]1[CH:24]=[CH:23][C:19]([C:20]([OH:22])=O)=[CH:18][N:17]=1.[CH3:25][N:26]([CH3:28])[NH2:27].F[B-](F)(F)F.C[N+](C)=C(N(C)C)ON1C2C=CC=CC=2N=N1.C(N(CC)C(C)C)(C)C. The catalyst is CN(C=O)C. The product is [CH3:25][N:26]([CH3:28])[NH:27][C:20](=[O:22])[C:19]1[CH:23]=[CH:24][C:16]([O:15][CH2:14][C:4]2[C:5]([C:8]3[CH:13]=[CH:12][CH:11]=[CH:10][N:9]=3)=[N:6][O:7][C:3]=2[CH2:2][OH:1])=[N:17][CH:18]=1. The yield is 0.620. (3) The reactants are [Br:1][C:2]1[CH:10]=[C:6]([C:7]([OH:9])=O)[C:5]([OH:11])=[CH:4][CH:3]=1.[F:12][C:13]([F:22])([F:21])[C:14]1[CH:15]=[C:16]([CH:18]=[CH:19][CH:20]=1)[NH2:17]. No catalyst specified. The product is [Br:1][C:2]1[CH:3]=[CH:4][C:5]([OH:11])=[C:6]([CH:10]=1)[C:7]([NH:17][C:16]1[CH:18]=[CH:19][CH:20]=[C:14]([C:13]([F:12])([F:21])[F:22])[CH:15]=1)=[O:9]. The yield is 0.503. (4) The reactants are [NH2:1][C:2]1[CH:7]=[CH:6][C:5]([O:8][C:9](=[O:11])[CH3:10])=[C:4]([O:12][CH3:13])[CH:3]=1.C(O[CH:17]=[C:18]1[C:23](=[O:24])[O:22][C:21]([CH3:26])([CH3:25])[O:20][C:19]1=[O:27])C. The catalyst is C(O)C. The product is [CH3:25][C:21]1([CH3:26])[O:20][C:19](=[O:27])[C:18](=[CH:17][NH:1][C:2]2[CH:7]=[CH:6][C:5]([O:8][C:9](=[O:11])[CH3:10])=[C:4]([O:12][CH3:13])[CH:3]=2)[C:23](=[O:24])[O:22]1. The yield is 0.780. (5) The reactants are [I:1][C:2]1[CH:7]=[CH:6][C:5]([CH2:8][C:9]([OH:11])=[O:10])=[CH:4][CH:3]=1.Cl.[CH3:13]O. The catalyst is O1CCOCC1. The product is [I:1][C:2]1[CH:3]=[CH:4][C:5]([CH2:8][C:9]([O:11][CH3:13])=[O:10])=[CH:6][CH:7]=1. The yield is 0.980. (6) The reactants are O[C:2]1[C:10]([I:11])=[CH:9][C:8]([I:12])=[CH:7][C:3]=1[C:4]([OH:6])=[O:5].S([O:18][CH3:19])(OC)(=O)=O.[CH3:20]C(C)=O. No catalyst specified. The product is [I:11][C:10]1[C:2]([O:18][CH3:19])=[C:3]([CH:7]=[C:8]([I:12])[CH:9]=1)[C:4]([O:6][CH3:20])=[O:5]. The yield is 1.00. (7) The reactants are C([N:4]1[C:12]2[C:7](=[CH:8][C:9]([C:13](Cl)=[O:14])=[CH:10][CH:11]=2)[C:6]([C:16]2[CH:21]=[CH:20][C:19]([F:22])=[CH:18][CH:17]=2)=[N:5]1)(=O)C.[NH2:23][CH2:24][C:25]1[CH:26]=[N:27][CH:28]=[CH:29][CH:30]=1. The catalyst is N1C=CC=CC=1. The product is [F:22][C:19]1[CH:18]=[CH:17][C:16]([C:6]2[C:7]3[C:12](=[CH:11][CH:10]=[C:9]([C:13]([NH:23][CH2:24][C:25]4[CH:26]=[N:27][CH:28]=[CH:29][CH:30]=4)=[O:14])[CH:8]=3)[NH:4][N:5]=2)=[CH:21][CH:20]=1. The yield is 0.410.